Dataset: Forward reaction prediction with 1.9M reactions from USPTO patents (1976-2016). Task: Predict the product of the given reaction. (1) Given the reactants [F:1][C:2]1[CH:31]=[CH:30][C:5]([C:6](/[N:8]=[C:9]2\[NH:10][C:11]3[CH:27]=[CH:26][C:25]([CH2:28]O)=[CH:24][C:12]=3[N:13]\2[C@@H:14]2[CH2:19][CH2:18][C@H:17]([C:20]([O:22][CH3:23])=[O:21])[CH2:16][CH2:15]2)=[O:7])=[CH:4][CH:3]=1.[NH:32]1[CH2:37][CH2:36][CH:35]([CH2:38][NH:39][C:40](=[O:46])[O:41][C:42]([CH3:45])([CH3:44])[CH3:43])[CH2:34][CH2:33]1, predict the reaction product. The product is: [C:42]([O:41][C:40]([NH:39][CH2:38][CH:35]1[CH2:36][CH2:37][N:32]([CH2:28][C:25]2[CH:26]=[CH:27][C:11]3[NH:10]/[C:9](=[N:8]\[C:6](=[O:7])[C:5]4[CH:4]=[CH:3][C:2]([F:1])=[CH:31][CH:30]=4)/[N:13]([C@@H:14]4[CH2:15][CH2:16][C@H:17]([C:20]([O:22][CH3:23])=[O:21])[CH2:18][CH2:19]4)[C:12]=3[CH:24]=2)[CH2:33][CH2:34]1)=[O:46])([CH3:43])([CH3:45])[CH3:44].[F:1][C:2]1[CH:31]=[CH:30][C:5]([C:6](/[N:8]=[C:9]2\[NH:10][C:11]3[CH:27]=[CH:26][C:25]([CH2:28][N:32]4[CH2:37][CH2:36][CH2:35][CH2:34][CH2:33]4)=[CH:24][C:12]=3[N:13]\2[C@@H:14]2[CH2:15][CH2:16][C@H:17]([C:20]([O:22][CH3:23])=[O:21])[CH2:18][CH2:19]2)=[O:7])=[CH:4][CH:3]=1. (2) Given the reactants [N:1]12[CH2:8][CH2:7][CH:4]([CH2:5][CH2:6]1)[C@@H:3]([O:9][C:10]([C:12]1([C:19]3[S:20][CH:21]=[CH:22][CH:23]=3)[CH2:18][CH2:17][CH2:16][CH2:15][CH2:14][CH2:13]1)=[O:11])[CH2:2]2.[Br:24][CH2:25][C:26]([NH:28][C:29]1[O:33][N:32]=[C:31]([CH3:34])[CH:30]=1)=[O:27].C(OCC)(=O)C.CCCC(C)C, predict the reaction product. The product is: [Br-:24].[CH3:34][C:31]1[CH:30]=[C:29]([NH:28][C:26]([CH2:25][N+:1]23[CH2:6][CH2:5][CH:4]([CH2:7][CH2:8]2)[C@@H:3]([O:9][C:10]([C:12]2([C:19]4[S:20][CH:21]=[CH:22][CH:23]=4)[CH2:18][CH2:17][CH2:16][CH2:15][CH2:14][CH2:13]2)=[O:11])[CH2:2]3)=[O:27])[O:33][N:32]=1.